This data is from Forward reaction prediction with 1.9M reactions from USPTO patents (1976-2016). The task is: Predict the product of the given reaction. (1) Given the reactants [CH3:1][O:2][C:3]1[CH:11]=[C:10]2[C:6]([C:7]([CH2:18][C:19]3[N:24]=[C:23]([C:25](=[N:27][OH:28])[NH2:26])[CH:22]=[CH:21][CH:20]=3)=[C:8]([C:12]3[CH:17]=[CH:16][CH:15]=[CH:14][CH:13]=3)[NH:9]2)=[CH:5][CH:4]=1.[C:29](N1C=CN=C1)(N1C=CN=C1)=[O:30].C1CCN2C(=NCCC2)CC1.Cl, predict the reaction product. The product is: [CH3:1][O:2][C:3]1[CH:11]=[C:10]2[C:6]([C:7]([CH2:18][C:19]3[N:24]=[C:23]([C:25]4[NH:26][C:29](=[O:30])[O:28][N:27]=4)[CH:22]=[CH:21][CH:20]=3)=[C:8]([C:12]3[CH:13]=[CH:14][CH:15]=[CH:16][CH:17]=3)[NH:9]2)=[CH:5][CH:4]=1. (2) Given the reactants [CH:1]([C:4]12[CH2:11][CH2:10][C:7]([CH3:12])([CH:8]=[CH:9]1)[CH2:6][CH:5]2[C:13]([OH:15])=O)([CH3:3])[CH3:2].C(C12CCC(C)(C=C1)C(C(O)=O)C2)(C)C.S(Cl)(Cl)=O.[OH-].[K+].[CH2:37]([NH2:39])[CH3:38], predict the reaction product. The product is: [CH2:37]([NH:39][C:13]([CH:5]1[CH2:6][C:7]2([CH3:12])[CH2:10][CH2:11][C:4]1([CH:1]([CH3:2])[CH3:3])[CH:9]=[CH:8]2)=[O:15])[CH3:38]. (3) Given the reactants [NH:1]1[C:10]2[C:5](=[CH:6][CH:7]=[CH:8][CH:9]=2)[CH2:4][CH2:3][CH2:2]1.C(N(CC)CC)C.O1CCCC1.[S:23]1[C:27]2[C:28]3[CH:36]=[CH:35][CH:34]=[CH:33][C:29]=3[O:30][CH2:31][CH2:32][C:26]=2[CH:25]=[C:24]1[C:37](Cl)=[O:38], predict the reaction product. The product is: [S:23]1[C:27]2[C:28]3[CH:36]=[CH:35][CH:34]=[CH:33][C:29]=3[O:30][CH2:31][CH2:32][C:26]=2[CH:25]=[C:24]1[C:37]([N:1]1[C:10]2[C:5](=[CH:6][CH:7]=[CH:8][CH:9]=2)[CH2:4][CH2:3][CH2:2]1)=[O:38].